Task: Regression. Given a peptide amino acid sequence and an MHC pseudo amino acid sequence, predict their binding affinity value. This is MHC class I binding data.. Dataset: Peptide-MHC class I binding affinity with 185,985 pairs from IEDB/IMGT (1) The peptide sequence is GVLPEETNI. The MHC is HLA-A02:01 with pseudo-sequence HLA-A02:01. The binding affinity (normalized) is 0.0981. (2) The peptide sequence is ILSDIISAEK. The MHC is HLA-A31:01 with pseudo-sequence HLA-A31:01. The binding affinity (normalized) is 0.753. (3) The peptide sequence is ASAHTPFYI. The MHC is H-2-Db with pseudo-sequence H-2-Db. The binding affinity (normalized) is 0.144. (4) The peptide sequence is SQEDNHFSL. The MHC is HLA-B08:01 with pseudo-sequence HLA-B08:01. The binding affinity (normalized) is 0.0847. (5) The peptide sequence is NTSTCFQEY. The MHC is HLA-A24:02 with pseudo-sequence HLA-A24:02. The binding affinity (normalized) is 0.0847.